From a dataset of Full USPTO retrosynthesis dataset with 1.9M reactions from patents (1976-2016). Predict the reactants needed to synthesize the given product. (1) Given the product [F:29][C:25]1[CH:24]=[C:23]([C:20]2[CH:21]=[C:22]3[C:17](=[C:18]([C:30]([NH2:32])=[O:31])[CH:19]=2)[NH:16][N:15]=[C:14]3[CH:11]2[CH2:12][CH2:13][N:8]([S:5]([CH2:4][CH2:3][CH2:2][N:43]3[CH2:44][CH2:45][CH:40]([OH:39])[CH2:41][CH2:42]3)(=[O:7])=[O:6])[CH2:9][CH2:10]2)[CH:28]=[CH:27][CH:26]=1, predict the reactants needed to synthesize it. The reactants are: Cl[CH2:2][CH2:3][CH2:4][S:5]([N:8]1[CH2:13][CH2:12][CH:11]([C:14]2[C:22]3[C:17](=[C:18]([C:30]([NH2:32])=[O:31])[CH:19]=[C:20]([C:23]4[CH:28]=[CH:27][CH:26]=[C:25]([F:29])[CH:24]=4)[CH:21]=3)[NH:16][N:15]=2)[CH2:10][CH2:9]1)(=[O:7])=[O:6].C([O-])([O-])=O.[K+].[K+].[OH:39][CH:40]1[CH2:45][CH2:44][NH:43][CH2:42][CH2:41]1. (2) Given the product [NH2:1][C:2]1[C:3]2[N:4]([C:8]([C@@H:26]3[CH2:30][CH2:29][CH2:28][N:27]3[C:15](=[O:16])[C:14]#[C:13][CH2:12][CH3:11])=[N:9][C:10]=2[C:11]2[CH:25]=[CH:24][C:14]([C:15]([NH:17][C:18]3[CH:23]=[CH:22][CH:21]=[CH:20][N:19]=3)=[O:16])=[CH:13][CH:12]=2)[CH:5]=[CH:6][N:7]=1, predict the reactants needed to synthesize it. The reactants are: [NH2:1][C:2]1[C:3]2[N:4]([C:8]([C@@H:26]3[CH2:30][CH2:29][CH2:28][NH:27]3)=[N:9][C:10]=2[C:11]2[CH:25]=[CH:24][C:14]([C:15]([NH:17][C:18]3[CH:23]=[CH:22][CH:21]=[CH:20][N:19]=3)=[O:16])=[CH:13][CH:12]=2)[CH:5]=[CH:6][N:7]=1. (3) Given the product [CH2:10]([C:12]1([CH2:17][CH3:18])[CH2:1][O:2][C:3]2=[CH:4][S:5][CH:6]=[C:7]2[O:8][CH2:9]1)[CH3:11], predict the reactants needed to synthesize it. The reactants are: [CH3:1][O:2][C:3]1[C:7]([O:8][CH3:9])=[CH:6][S:5][CH:4]=1.[CH2:10]([C:12]([CH2:17][CH3:18])(CO)CO)[CH3:11].C1(C)C(S(O)(=O)=O)=CC=CC=1. (4) The reactants are: C([N-]C(C)C)(C)C.[Li+].[Cl:9][C:10]1[C:15]([CH3:16])=[CH:14][CH:13]=[CH:12][N:11]=1.[Cl:17][C:18]1([C:21](OCC)=[O:22])[CH2:20][CH2:19]1.CC1C=CC=CN=1.[Cl-].[NH4+]. Given the product [Cl:17][C:18]1([C:21](=[O:22])[CH2:16][C:15]2[C:10]([Cl:9])=[N:11][CH:12]=[CH:13][CH:14]=2)[CH2:20][CH2:19]1, predict the reactants needed to synthesize it. (5) The reactants are: [Cl:1][C:2]1[CH:7]=[CH:6][C:5]([C:8]2[N:9]=[C:10]([CH2:26][OH:27])[C:11]([C:21]([O:23][CH2:24][CH3:25])=[O:22])=[N:12][C:13]=2[C:14]2[CH:19]=[CH:18][C:17]([Cl:20])=[CH:16][CH:15]=2)=[CH:4][CH:3]=1.CC(OI1(OC(C)=O)(OC(C)=O)OC(=O)C2C=CC=CC1=2)=O. Given the product [Cl:1][C:2]1[CH:3]=[CH:4][C:5]([C:8]2[N:9]=[C:10]([CH:26]=[O:27])[C:11]([C:21]([O:23][CH2:24][CH3:25])=[O:22])=[N:12][C:13]=2[C:14]2[CH:19]=[CH:18][C:17]([Cl:20])=[CH:16][CH:15]=2)=[CH:6][CH:7]=1, predict the reactants needed to synthesize it. (6) Given the product [CH3:42][S:43]([OH:46])(=[O:45])=[O:44].[CH:1]1([C:4]([NH:6][C:7]2[CH:12]=[C:11]([O:13][C:14]3[C:19]([F:20])=[CH:18][C:17]([NH:21][C:22]([C:24]4[C:25](=[O:40])[N:26]([C:33]5[CH:34]=[CH:35][C:36]([F:39])=[CH:37][CH:38]=5)[CH:27]=[CH:28][C:29]=4[O:30][CH2:31][CH3:32])=[O:23])=[C:16]([F:41])[CH:15]=3)[CH:10]=[CH:9][N:8]=2)=[O:5])[CH2:3][CH2:2]1, predict the reactants needed to synthesize it. The reactants are: [CH:1]1([C:4]([NH:6][C:7]2[CH:12]=[C:11]([O:13][C:14]3[C:19]([F:20])=[CH:18][C:17]([NH:21][C:22]([C:24]4[C:25](=[O:40])[N:26]([C:33]5[CH:38]=[CH:37][C:36]([F:39])=[CH:35][CH:34]=5)[CH:27]=[CH:28][C:29]=4[O:30][CH2:31][CH3:32])=[O:23])=[C:16]([F:41])[CH:15]=3)[CH:10]=[CH:9][N:8]=2)=[O:5])[CH2:3][CH2:2]1.[CH3:42][S:43]([OH:46])(=[O:45])=[O:44].CCOCC. (7) Given the product [C:16]([O:19][CH2:20][C:21]([CH3:25])([CH3:24])[CH2:22][O:15][C:13]1[CH:12]=[C:7]([CH:6]=[C:5]([C:1]([CH3:4])([CH3:2])[CH3:3])[CH:14]=1)[C:8]([O:10][CH3:11])=[O:9])(=[O:18])[CH3:17], predict the reactants needed to synthesize it. The reactants are: [C:1]([C:5]1[CH:6]=[C:7]([CH:12]=[C:13]([OH:15])[CH:14]=1)[C:8]([O:10][CH3:11])=[O:9])([CH3:4])([CH3:3])[CH3:2].[C:16]([O:19][CH2:20][C:21]([CH3:25])([CH3:24])[CH2:22]Br)(=[O:18])[CH3:17].